This data is from Peptide-MHC class II binding affinity with 134,281 pairs from IEDB. The task is: Regression. Given a peptide amino acid sequence and an MHC pseudo amino acid sequence, predict their binding affinity value. This is MHC class II binding data. (1) The peptide sequence is KMLLDNINTPEGIIP. The MHC is DRB1_1101 with pseudo-sequence DRB1_1101. The binding affinity (normalized) is 0.0470. (2) The peptide sequence is VSGAAVVSGFVVASL. The MHC is DRB1_0901 with pseudo-sequence DRB1_0901. The binding affinity (normalized) is 0.418. (3) The peptide sequence is IGRGRVSPGNGWMIK. The MHC is HLA-DQA10501-DQB10303 with pseudo-sequence HLA-DQA10501-DQB10303. The binding affinity (normalized) is 0.388. (4) The peptide sequence is GARILTSESQLTITK. The MHC is DRB1_1101 with pseudo-sequence DRB1_1101. The binding affinity (normalized) is 0.352. (5) The peptide sequence is ARMWIQAATTMASYQ. The MHC is DRB5_0101 with pseudo-sequence DRB5_0101. The binding affinity (normalized) is 0.356. (6) The peptide sequence is YASGKVWGQKYFKGN. The MHC is DRB3_0101 with pseudo-sequence DRB3_0101. The binding affinity (normalized) is 0.353.